Dataset: Forward reaction prediction with 1.9M reactions from USPTO patents (1976-2016). Task: Predict the product of the given reaction. (1) Given the reactants [Cl:1][CH2:2][CH2:3][CH2:4][O:5][C:6]1[CH:11]=[CH:10][C:9]([C:12]2[CH:17]=[CH:16][N:15]=[CH:14][CH:13]=2)=[CH:8][CH:7]=1.ClC1C=CC=C(C(OO)=[O:26])C=1, predict the reaction product. The product is: [Cl:1][CH2:2][CH2:3][CH2:4][O:5][C:6]1[CH:11]=[CH:10][C:9]([C:12]2[CH:17]=[CH:16][N+:15]([O-:26])=[CH:14][CH:13]=2)=[CH:8][CH:7]=1. (2) The product is: [C:1]([C:4]1[C@@H:5]([C:23]2[CH:30]=[CH:29][C:26]([C:27]#[N:28])=[CH:25][C:24]=2[C:36]2[CH:37]=[CH:38][N:33]([CH3:32])[C:34](=[O:42])[CH:35]=2)[N:6]([CH3:22])[C:7](=[O:21])[N:8]([C:11]2[CH:16]=[CH:15][CH:14]=[C:13]([C:17]([F:20])([F:19])[F:18])[CH:12]=2)[C:9]=1[CH3:10])(=[O:3])[CH3:2]. Given the reactants [C:1]([C:4]1[CH:5]([C:23]2[CH:30]=[CH:29][C:26]([C:27]#[N:28])=[CH:25][C:24]=2Br)[N:6]([CH3:22])[C:7](=[O:21])[N:8]([C:11]2[CH:16]=[CH:15][CH:14]=[C:13]([C:17]([F:20])([F:19])[F:18])[CH:12]=2)[C:9]=1[CH3:10])(=[O:3])[CH3:2].[CH3:32][N:33]1[CH:38]=[CH:37][C:36](B(O)O)=[CH:35][C:34]1=[O:42].C(=O)([O-])[O-].[K+].[K+].ClCCl, predict the reaction product. (3) Given the reactants [Br:1][C:2]1[N:7]=[C:6]([NH2:8])[CH:5]=[C:4]([CH3:9])[CH:3]=1.[CH2:10]([O:12][C:13]([N:15]=[C:16]=[S:17])=[O:14])[CH3:11], predict the reaction product. The product is: [Br:1][C:2]1[N:7]=[C:6]([NH:8][C:16]([NH:15][C:13]([O:12][CH2:10][CH3:11])=[O:14])=[S:17])[CH:5]=[C:4]([CH3:9])[CH:3]=1. (4) Given the reactants [CH2:1]([C:8]1[CH:16]=[CH:15][C:11](C(O)=O)=[CH:10][CH:9]=1)[CH2:2][CH2:3][CH2:4][CH2:5][CH2:6][CH3:7].CC[N:19]([CH2:22]C)CC.C1(P(N=[N+]=[N-])(C2C=CC=CC=2)=[O:31])C=CC=CC=1, predict the reaction product. The product is: [CH2:1]([C:8]1[CH:9]=[CH:10][C:11]([N:19]=[C:22]=[O:31])=[CH:15][CH:16]=1)[CH2:2][CH2:3][CH2:4][CH2:5][CH2:6][CH3:7]. (5) Given the reactants Br[C:2]1[CH:7]=[CH:6][C:5]([C:8]([N:10]2[CH2:15][CH2:14][N:13]([C:16]3[C:21]([CH3:22])=[CH:20][C:19]([CH3:23])=[CH:18][N:17]=3)[CH2:12][CH2:11]2)=[O:9])=[CH:4][C:3]=1[Cl:24].[CH3:25][C@@H:26]1[CH2:30][O:29][C:28](=[O:31])[NH:27]1, predict the reaction product. The product is: [Cl:24][C:3]1[CH:4]=[C:5]([C:8]([N:10]2[CH2:15][CH2:14][N:13]([C:16]3[C:21]([CH3:22])=[CH:20][C:19]([CH3:23])=[CH:18][N:17]=3)[CH2:12][CH2:11]2)=[O:9])[CH:6]=[CH:7][C:2]=1[N:27]1[C@H:26]([CH3:25])[CH2:30][O:29][C:28]1=[O:31]. (6) Given the reactants [OH-].[Na+].[CH2:3]([O:10][CH2:11][CH2:12][CH2:13][O:14][C:15]1[C:16]([B:24]2[O:28][C:27]([CH3:30])(C)C(C)(C)[O:25]2)=[C:17]([C:20]([F:23])=[CH:21][CH:22]=1)C=O)[C:4]1[CH:9]=[CH:8][CH:7]=[CH:6][CH:5]=1.C[N+:34]([O-:36])=[O:35].Cl, predict the reaction product. The product is: [CH2:3]([O:10][CH2:11][CH2:12][CH2:13][O:14][C:15]1[C:16]2[B:24]([OH:25])[O:28][CH:27]([CH2:30][N+:34]([O-:36])=[O:35])[C:17]=2[C:20]([F:23])=[CH:21][CH:22]=1)[C:4]1[CH:5]=[CH:6][CH:7]=[CH:8][CH:9]=1. (7) Given the reactants [CH2:1]([O:8][C@H:9]([C@@H:14]([CH2:23][CH2:24][CH2:25][CH2:26][CH2:27][CH2:28][CH2:29][CH2:30][CH2:31][CH2:32][CH2:33][CH2:34][CH2:35][CH3:36])[O:15][CH2:16][C:17]1[CH:22]=[CH:21][CH:20]=[CH:19][CH:18]=1)[C@@H:10]([NH2:13])[CH2:11][OH:12])[C:2]1[CH:7]=[CH:6][CH:5]=[CH:4][CH:3]=1.[C:37](O)(=[O:45])[CH2:38][CH2:39][CH2:40][CH2:41][CH2:42][CH2:43][CH3:44].Cl.CN(C)CCCN=C=NCC.[NH4+].[Cl-], predict the reaction product. The product is: [CH2:1]([O:8][C@H:9]([C@H:14]([O:15][CH2:16][C:17]1[CH:18]=[CH:19][CH:20]=[CH:21][CH:22]=1)[CH2:23][CH2:24][CH2:25][CH2:26][CH2:27][CH2:28][CH2:29][CH2:30][CH2:31][CH2:32][CH2:33][CH2:34][CH2:35][CH3:36])[C@@H:10]([NH:13][C:37](=[O:45])[CH2:38][CH2:39][CH2:40][CH2:41][CH2:42][CH2:43][CH3:44])[CH2:11][OH:12])[C:2]1[CH:3]=[CH:4][CH:5]=[CH:6][CH:7]=1. (8) The product is: [Cl:1][C:2]1[CH:3]=[C:4]([S:8]([NH:12][C:13]2[CH:14]=[C:15]([CH:25]=[CH:26][C:27]=2[O:28][CH3:29])[C:16]([NH:18][C:19]2[CH:24]=[CH:23][CH:22]=[CH:21][CH:20]=2)=[O:17])(=[O:10])=[O:9])[CH:5]=[CH:6][CH:7]=1. Given the reactants [Cl:1][C:2]1[CH:3]=[C:4]([S:8](Cl)(=[O:10])=[O:9])[CH:5]=[CH:6][CH:7]=1.[NH2:12][C:13]1[CH:14]=[C:15]([CH:25]=[CH:26][C:27]=1[O:28][CH3:29])[C:16]([NH:18][C:19]1[CH:24]=[CH:23][CH:22]=[CH:21][CH:20]=1)=[O:17], predict the reaction product.